From a dataset of Peptide-MHC class I binding affinity with 185,985 pairs from IEDB/IMGT. Regression. Given a peptide amino acid sequence and an MHC pseudo amino acid sequence, predict their binding affinity value. This is MHC class I binding data. (1) The peptide sequence is GSVVASQIF. The MHC is HLA-B27:05 with pseudo-sequence HLA-B27:05. The binding affinity (normalized) is 0.0847. (2) The peptide sequence is RFFECTFGAK. The MHC is Mamu-B17 with pseudo-sequence Mamu-B17. The binding affinity (normalized) is 0.468.